From a dataset of Catalyst prediction with 721,799 reactions and 888 catalyst types from USPTO. Predict which catalyst facilitates the given reaction. Reactant: [Cl:1][C:2]1[N:7]=[CH:6][C:5]2[C:8](I)=[N:9][N:10]([CH:11]([CH3:13])[CH3:12])[C:4]=2[CH:3]=1.CC1(C)C(C)(C)OB([C:23](=[CH2:31])[CH2:24][CH2:25][C:26]([O:28][CH2:29][CH3:30])=[O:27])O1.C(=O)([O-])[O-].[K+].[K+]. Product: [Cl:1][C:2]1[N:7]=[CH:6][C:5]2[C:8]([C:23](=[CH2:31])[CH2:24][CH2:25][C:26]([O:28][CH2:29][CH3:30])=[O:27])=[N:9][N:10]([CH:11]([CH3:13])[CH3:12])[C:4]=2[CH:3]=1. The catalyst class is: 117.